This data is from Full USPTO retrosynthesis dataset with 1.9M reactions from patents (1976-2016). The task is: Predict the reactants needed to synthesize the given product. (1) Given the product [Cl:52][C:53]1[CH:54]=[CH:55][C:56]([C:59]2[CH:64]=[CH:63][CH:62]=[CH:61][C:60]=2[CH2:65][N:1]2[CH2:7][CH2:6][CH2:5][CH:4]([N:8]3[CH2:13][CH2:12][N:11]4[C:14]([NH:17][S:18]([C:21]5[CH:26]=[CH:25][C:24]([NH:27][C@@H:28]([CH2:37][S:38][C:39]6[CH:40]=[CH:41][CH:42]=[CH:43][CH:44]=6)[CH2:29][CH2:30][N:31]6[CH2:32][CH2:33][O:34][CH2:35][CH2:36]6)=[C:23]([S:45]([C:48]([F:49])([F:50])[F:51])(=[O:47])=[O:46])[CH:22]=5)(=[O:19])=[O:20])=[N:15][N:16]=[C:10]4[CH2:9]3)[CH2:3][CH2:2]2)=[CH:57][CH:58]=1, predict the reactants needed to synthesize it. The reactants are: [NH:1]1[CH2:7][CH2:6][CH2:5][CH:4]([N:8]2[CH2:13][CH2:12][N:11]3[C:14]([NH:17][S:18]([C:21]4[CH:26]=[CH:25][C:24]([NH:27][C@@H:28]([CH2:37][S:38][C:39]5[CH:44]=[CH:43][CH:42]=[CH:41][CH:40]=5)[CH2:29][CH2:30][N:31]5[CH2:36][CH2:35][O:34][CH2:33][CH2:32]5)=[C:23]([S:45]([C:48]([F:51])([F:50])[F:49])(=[O:47])=[O:46])[CH:22]=4)(=[O:20])=[O:19])=[N:15][N:16]=[C:10]3[CH2:9]2)[CH2:3][CH2:2]1.[Cl:52][C:53]1[CH:58]=[CH:57][C:56]([C:59]2[C:60]([CH:65]=O)=[CH:61][CH:62]=[CH:63][CH:64]=2)=[CH:55][CH:54]=1.C(O)(=O)C.C([BH3-])#N.[Na+]. (2) Given the product [F:9][C:10]1[CH:50]=[N:49][C:13]2[N:14]([C:34]3[CH:35]=[C:36]([C:2]4[CH:7]=[CH:6][CH:5]=[CH:4][C:3]=4[CH3:8])[CH:37]=[CH:38][CH:39]=3)[C:15](=[O:33])[N:16]([C@@H:19]3[CH2:20][CH2:21][C@H:22]([NH:25][C:26](=[O:32])[O:27][C:28]([CH3:30])([CH3:29])[CH3:31])[CH2:23][CH2:24]3)[C:17](=[O:18])[C:12]=2[CH:11]=1, predict the reactants needed to synthesize it. The reactants are: Br[C:2]1[CH:7]=[CH:6][CH:5]=[CH:4][C:3]=1[CH3:8].[F:9][C:10]1[CH:50]=[N:49][C:13]2[N:14]([C:34]3[CH:39]=[CH:38][CH:37]=[C:36](B4OC(C)(C)C(C)(C)O4)[CH:35]=3)[C:15](=[O:33])[N:16]([C@@H:19]3[CH2:24][CH2:23][C@H:22]([NH:25][C:26](=[O:32])[O:27][C:28]([CH3:31])([CH3:30])[CH3:29])[CH2:21][CH2:20]3)[C:17](=[O:18])[C:12]=2[CH:11]=1. (3) Given the product [N:7]1[C:2]2[NH:1][CH:10]=[CH:11][C:3]=2[C:4]([OH:9])=[N:5][C:6]=1[OH:8], predict the reactants needed to synthesize it. The reactants are: [NH2:1][C:2]1[NH:7][C:6](=[O:8])[NH:5][C:4](=[O:9])[CH:3]=1.[CH3:10][C:11]([O-])=O.[Na+].ClCC=O. (4) Given the product [CH3:1][C:2]1[CH:3]=[C:17]([CH:7]=[CH:8][C:9]=1[CH:10]1[CH2:13][O:12][CH2:11]1)[C:16]([OH:14])=[O:18], predict the reactants needed to synthesize it. The reactants are: [CH3:1][C:2]1[CH:3]=C([CH:7]=[CH:8][C:9]=1[CH:10]1[CH2:13][O:12][CH2:11]1)C#N.[OH-:14].[Na+].[CH2:16]([OH:18])[CH3:17]. (5) Given the product [F:11][C:12]1[CH:20]=[CH:19][C:18]([F:21])=[CH:17][C:13]=1[C:14]1[O:1][N:2]=[C:3]([C:4]2[CH:5]=[N:6][CH:7]=[CH:8][CH:9]=2)[N:10]=1, predict the reactants needed to synthesize it. The reactants are: [OH:1][N:2]=[C:3]([NH2:10])[C:4]1[CH:9]=[CH:8][CH:7]=[N:6][CH:5]=1.[F:11][C:12]1[CH:20]=[CH:19][C:18]([F:21])=[CH:17][C:13]=1[C:14](O)=O.N. (6) Given the product [CH2:19]([O:21][C:22](=[O:35])[CH2:23][O:24][C:25]1[CH:30]=[C:29]([CH3:31])[C:28]([C:32]2[NH:1][C:2]3[CH:3]=[C:4]([C:5](=[O:6])[NH:7][C:8]4[CH:13]=[CH:12][CH:11]=[C:10]([Cl:14])[CH:9]=4)[CH:15]=[CH:16][C:17]=3[N:18]=2)=[C:27]([CH3:34])[CH:26]=1)[CH3:20], predict the reactants needed to synthesize it. The reactants are: [NH2:1][C:2]1[CH:3]=[C:4]([CH:15]=[CH:16][C:17]=1[NH2:18])[C:5]([NH:7][C:8]1[CH:13]=[CH:12][CH:11]=[C:10]([Cl:14])[CH:9]=1)=[O:6].[CH2:19]([O:21][C:22](=[O:35])[CH2:23][O:24][C:25]1[CH:30]=[C:29]([CH3:31])[C:28]([CH:32]=O)=[C:27]([CH3:34])[CH:26]=1)[CH3:20].